Dataset: Full USPTO retrosynthesis dataset with 1.9M reactions from patents (1976-2016). Task: Predict the reactants needed to synthesize the given product. (1) Given the product [F:13][C:14]([F:25])([F:26])[C:15]1[CH:16]=[CH:17][C:18]([CH2:21][CH2:22][CH2:23][N:24]2[CH2:10][C:5]3[C:4](=[CH:9][CH:8]=[CH:7][CH:6]=3)[C:3]2=[O:12])=[CH:19][CH:20]=1, predict the reactants needed to synthesize it. The reactants are: CO[C:3](=[O:12])[C:4]1[CH:9]=[CH:8][CH:7]=[CH:6][C:5]=1[CH2:10]Br.[F:13][C:14]([F:26])([F:25])[C:15]1[CH:20]=[CH:19][C:18]([CH2:21][CH2:22][CH2:23][NH2:24])=[CH:17][CH:16]=1.C([O-])([O-])=O.[K+].[K+].C(OCC)(=O)C. (2) Given the product [N:1]1[CH:6]=[CH:5][C:4]([C:7]2[C:15]3[C:10](=[C:11]([NH:16][C:22]([C:18]4[S:17][CH:21]=[CH:20][CH:19]=4)=[O:23])[CH:12]=[CH:13][CH:14]=3)[NH:9][N:8]=2)=[CH:3][CH:2]=1, predict the reactants needed to synthesize it. The reactants are: [N:1]1[CH:6]=[CH:5][C:4]([C:7]2[C:15]3[C:10](=[C:11]([NH2:16])[CH:12]=[CH:13][CH:14]=3)[NH:9][N:8]=2)=[CH:3][CH:2]=1.[S:17]1[CH:21]=[CH:20][CH:19]=[C:18]1[C:22](O)=[O:23].C(N(CC)CC)C.CN(C(ON1N=NC2C=CC=NC1=2)=[N+](C)C)C.F[P-](F)(F)(F)(F)F. (3) Given the product [CH:19]1([C:17]([NH:16][C:14]2[N:15]=[C:10]3[CH:9]=[CH:8][C:7]([O:6][C:5]4[CH:22]=[CH:23][C:2]([NH:1][C:37]([C:36]5[N:32]([CH3:31])[N:33]=[C:34]([CH3:40])[CH:35]=5)=[O:38])=[CH:3][CH:4]=4)=[N:12][N:11]3[CH:13]=2)=[O:18])[CH2:20][CH2:21]1, predict the reactants needed to synthesize it. The reactants are: [NH2:1][C:2]1[CH:23]=[CH:22][C:5]([O:6][C:7]2[CH:8]=[CH:9][C:10]3[N:11]([CH:13]=[C:14]([NH:16][C:17]([CH:19]4[CH2:21][CH2:20]4)=[O:18])[N:15]=3)[N:12]=2)=[CH:4][CH:3]=1.C(N(CC)CC)C.[CH3:31][N:32]1[C:36]([C:37](Cl)=[O:38])=[CH:35][C:34]([CH3:40])=[N:33]1. (4) Given the product [CH3:16][S:5][C:4]([N:6]1[N:10]=[CH:9][C:8]2([CH2:14][CH2:13][CH2:12][CH2:11]2)[CH2:7]1)=[N:3][CH2:1][CH3:2], predict the reactants needed to synthesize it. The reactants are: [CH2:1]([NH:3][C:4]([N:6]1[N:10]=[CH:9][C:8]2([CH2:14][CH2:13][CH2:12][CH2:11]2)[CH2:7]1)=[S:5])[CH3:2].I[CH3:16]. (5) Given the product [Cl:1][C:2]1[CH:7]=[CH:6][C:5]([CH:8]([C:20]2[CH:31]=[CH:30][C:23]([C:24]([NH:26][CH2:27][CH2:28][OH:29])=[O:25])=[CH:22][CH:21]=2)[CH2:9]/[C:10](=[N:34]\[OH:35])/[C:12]2[CH:17]=[CH:16][C:15](=[O:18])[N:14]([CH3:19])[CH:13]=2)=[C:4]([CH3:32])[CH:3]=1, predict the reactants needed to synthesize it. The reactants are: [Cl:1][C:2]1[CH:7]=[CH:6][C:5]([CH:8]([C:20]2[CH:31]=[CH:30][C:23]([C:24]([NH:26][CH2:27][CH2:28][OH:29])=[O:25])=[CH:22][CH:21]=2)[CH2:9][C:10]([C:12]2[CH:17]=[CH:16][C:15](=[O:18])[N:14]([CH3:19])[CH:13]=2)=O)=[C:4]([CH3:32])[CH:3]=1.Cl.[NH2:34][OH:35].C(=O)([O-])O.[Na+]. (6) Given the product [NH:23]1[C:22]([C:19]2[CH:20]=[C:21]3[C:16](=[CH:17][CH:18]=2)[NH:15][N:14]=[C:13]3[C:9]2[CH:8]=[C:7]([C:5]([NH:4][CH2:3][C:2]([CH3:53])([CH3:52])[CH3:1])=[O:6])[CH:12]=[CH:11][CH:10]=2)=[N:26][CH:25]=[N:24]1, predict the reactants needed to synthesize it. The reactants are: [CH3:1][C:2]([CH3:53])([CH3:52])[CH2:3][NH:4][C:5]([C:7]1[CH:12]=[CH:11][CH:10]=[C:9]([C:13]2[C:21]3[C:16](=[CH:17][CH:18]=[C:19]([C:22]4[N:26]=[CH:25][N:24](C(C5C=CC=CC=5)(C5C=CC=CC=5)C5C=CC=CC=5)[N:23]=4)[CH:20]=3)[N:15](C3CCCCO3)[N:14]=2)[CH:8]=1)=[O:6].Cl.C(=O)(O)[O-].[Na+].